Dataset: Drug-target binding data from BindingDB using IC50 measurements. Task: Regression. Given a target protein amino acid sequence and a drug SMILES string, predict the binding affinity score between them. We predict pIC50 (pIC50 = -log10(IC50 in M); higher means more potent). Dataset: bindingdb_ic50. (1) The pIC50 is 7.8. The target protein sequence is MKHQHQHQHQHQHQQPLNEEFRPEMLQGKKVIVTGASKGIGREMAYHLAKMGAHVVVTARSKETLQKVVSHCLELGAASAHYIAGTMEDMTFAEQFVAQAGKLMGGLDMLILNHITNTSLNLFHDDIHHVRKSMEVNFLSYVVLTVAALPMLKQSNGSIVVVSSLAGKVAYPMVAAYSASKFALDGFFSSIRKEYSVSRVNVSITLCVLGLIDTETAMKAVSGIVHMQAAPKEECALEIIKGGALRQEEVYYDSSLWTTLLIRNPSRKILEFLYSTSYNMDRFINK. The drug is O=S(=O)(c1ccc(C(F)(F)F)cc1)N1CCN(c2ncccc2C(F)(F)F)CC1. (2) The drug is COC(=O)N[C@H](C(=O)N1CCC[C@H]1c1nc(-c2ccc(C#CC#Cc3c[nH]c([C@H]4CCCN4C(=O)[C@H](NC(=O)OC)c4ccccc4)n3)cc2)c[nH]1)C(C)C. The target protein sequence is SGSWLRDVWDWICTVLTDFKTWLQSKLLPRLPGVPFFSCQRGYKGVWRGDGIMQTTCPCGAQITGHVKNGSMRIVGPRTCSNTWHGTFPINAYTTGPCTPSPAPNYSRALWRVAAEEYVEVTRVGDFHYVTGMTTDNVKCPCQVPAPEFFTEVDGVRLHRYAPACKPLLREEVTFLVGLNQYLVGSQLPCEPEPDVAVLTSMLTDPSHITAETAKRRLARGSPPSLASSSASQLSAPSLKATCTTRHDSPDADLIEANLLWRQEMGGNITRVESENKVVILDSFEPLQAEEDEREVSVPAEILRRSRKFPRAMPIWARPDYNPPLLESWKDPDYVPPVVHGCPLPPAKAPPIPPPRRKRTVVLSESTVSSALAELATKTFGSSESSAVDSGTATASPDQPSDDGDAGSDVESYSSMPPLEGEPGDPDLSDGSWSTVSEEASEDVVCC. The pIC50 is 10. (3) The compound is O=C(O)[C@@H]1CSC(c2ccccc2)=N1. The target protein sequence is MKNTLLKLGVCVSLLGITPFVSTISSVQAERKVEHKVIKNETGTISISQLNKNVWVHTELGYFNGEAVPSNGLILNTSKGLVLVDSSWDDKLTKELIEMAEKKFKKSVTDVIITHAHADRIGGIKTLKERGIKAHSTTLTAELAKKNGYEEPLGDLQAITKLKFGNMKVETFYPGKGHTEDNIVVWLPQYNMLVGGCLVKSASAKDLGNITDAYVNEWSTSIENVLKRYENINFVVPGHGEVGDKGLLLHTLDLLK. The pIC50 is 3.7. (4) The drug is COc1ncc(Cl)cc1-c1nccc2cc(S(=O)(=O)Nc3ccncn3)ccc12. The target protein (Q15858) has sequence MAMLPPPGPQSFVHFTKQSLALIEQRIAERKSKEPKEEKKDDDEEAPKPSSDLEAGKQLPFIYGDIPPGMVSEPLEDLDPYYADKKTFIVLNKGKTIFRFNATPALYMLSPFSPLRRISIKILVHSLFSMLIMCTILTNCIFMTMNNPPDWTKNVEYTFTGIYTFESLVKILARGFCVGEFTFLRDPWNWLDFVVIVFAYLTEFVNLGNVSALRTFRVLRALKTISVIPGLKTIVGALIQSVKKLSDVMILTVFCLSVFALIGLQLFMGNLKHKCFRNSLENNETLESIMNTLESEEDFRKYFYYLEGSKDALLCGFSTDSGQCPEGYTCVKIGRNPDYGYTSFDTFSWAFLALFRLMTQDYWENLYQQTLRAAGKTYMIFFVVVIFLGSFYLINLILAVVAMAYEEQNQANIEEAKQKELEFQQMLDRLKKEQEEAEAIAAAAAEYTSIRRSRIMGLSESSSETSKLSSKSAKERRNRRKKKNQKKLSSGEEKGDAEKL.... The pIC50 is 7.5. (5) The compound is O=C(Nc1ccnc2nccn12)N1CCN(Cc2cccc(Oc3ccc(Cl)cc3)c2)CC1. The target protein (P97612) has sequence MVLSEVWTTLSGVSGVCLACSLLSAAVVLRWTGRQKARGAATRARQKQRASLETMDKAVQRFRLQNPDLDSEALLTLPLLQLVQKLQSGELSPEAVFFTYLGKAWEVNKGTNCVTSYLTDCETQLSQAPRQGLLYGVPVSLKECFSYKGHDSTLGLSLNEGMPSESDCVVVQVLKLQGAVPFVHTNVPQSMLSFDCSNPLFGQTMNPWKSSKSPGGSSGGEGALIGSGGSPLGLGTDIGGSIRFPSAFCGICGLKPTGNRLSKSGLKGCVYGQTAVQLSLGPMARDVESLALCLKALLCEHLFTLDPTVPPLPFREEVYRSSRPLRVGYYETDNYTMPSPAMRRALIETKQRLEAAGHTLIPFLPNNIPYALEVLSAGGLFSDGGRSFLQNFKGDFVDPCLGDLILILRLPSWFKRLLSLLLKPLFPRLAAFLNSMRPRSAEKLWKLQHEIEMYRQSVIAQWKAMNLDVLLTPMLGPALDLNTPGRATGAISYTVLYNCL.... The pIC50 is 7.6. (6) The small molecule is Cc1ccc(Sc2ccccc2N2CCNCC2)c(C)c1. The target protein (P35563) has sequence MPLCIPQVLLALFLSVLIAQGEGSRRRATQAHSTTQPALLRLSDHLLANYKKGVRPVRDWRKPTLVSIDVIMYAILNVDEKNQVLTTYIWYRQFWTDEFLQWTPEDFDNVTKLSIPTDSIWVPDILINEFVDVGKSPSIPYVYVHHQGEVQNYKPLQLVTACSLDIYNFPFDVQNCSLTFTSWLHTIQDINISLWRTPEEVRSDKSIFINQGEWELLGVFTKFQEFSIETSNSYAEMKFYVVIRRRPLFYAVSLLLPSIFLMVVDIVGFCLPPDSGERVSFKITLLLGYSVFLIIVSDTLPATAIGTPLIGVYFVVCMALLVISLAETIFIVQLVHKQDLQRPVPDWLRHLVLDRIAWLLCLGEQPMAHRPPATFQANKTDDCSAMGNHCSHVGSPQDLEKTSRSRDSPLPPPREASLAVRGLLQELSSIRHSLEKRDEMREVARDWLRVGYVLDRLLFRIYLLAVLAYSITLVTLWSIWHYS. The pIC50 is 9.6. (7) The compound is CCC(c1nc2ccccc2c(=O)[nH]1)N1CCN(C(=O)c2ccc(-c3ccccc3)cc2)C(C)C1. The target protein (Q62226) has sequence MLLLLARCFLVILASSLLVCPGLACGPGRGFGKRRHPKKLTPLAYKQFIPNVAEKTLGASGRYEGKITRNSERFKELTPNYNPDIIFKDEENTGADRLMTQRCKDKLNALAISVMNQWPGVKLRVTEGWDEDGHHSEESLHYEGRAVDITTSDRDRSKYGMLARLAVEAGFDWVYYESKAHIHCSVKAENSVAAKSGGCFPGSATVHLEQGGTKLVKDLRPGDRVLAADDQGRLLYSDFLTFLDRDEGAKKVFYVIETLEPRERLLLTAAHLLFVAPHNDSGPTPGPSALFASRVRPGQRVYVVAERGGDRRLLPAAVHSVTLREEEAGAYAPLTAHGTILINRVLASCYAVIEEHSWAHRAFAPFRLAHALLAALAPARTDGGGGGSIPAAQSATEARGAEPTAGIHWYSQLLYHIGTWLLDSETMHPLGMAVKSS. The pIC50 is 6.3. (8) The drug is C/C=C/C1=CC2=CC(=O)[C@@](C)(O)[C@@H](OC(=O)c3c(C)cc(O)cc3O)[C@@H]2CO1. The target protein (Q7Z5Q5) has sequence MENYEALVGFDLCNTPLSSVAQKIMSAMHSGDLVDSKTWGKSTETMEVINKSSVKYSVQLEDRKTQSPEKKDLKSLRSQTSRGSAKLSPQSFSVRLTDQLSADQKQKSISSLTLSSCLIPQYNQEASVLQKKGHKRKHFLMENINNENKGSINLKRKHITYNNLSEKTSKQMALEEDTDDAEGYLNSGNSGALKKHFCDIRHLDDWAKSQLIEMLKQAAALVITVMYTDGSTQLGADQTPVSSVRGIVVLVKRQAEGGHGCPDAPACGPVLEGFVSDDPCIYIQIEHSAIWDQEQEAHQQFARNVLFQTMKCKCPVICFNAKDFVRIVLQFFGNDGSWKHVADFIGLDPRIAAWLIDPSDATPSFEDLVEKYCEKSITVKVNSTYGNSSRNIVNQNVRENLKTLYRLTMDLCSKLKDYGLWQLFRTLELPLIPILAVMESHAIQVNKEEMEKTSALLGARLKELEQEAHFVAGERFLITSNNQLREILFGKLKLHLLSQR.... The pIC50 is 4.2.